From a dataset of Reaction yield outcomes from USPTO patents with 853,638 reactions. Predict the reaction yield, written as a fraction of the theoretical maximum amount of product (1.0 means a 100% yield; for example, 0.34 means a 34% yield). The reactants are [N+:1]([C:4]1[CH:5]=[N:6][C:7]([NH2:10])=[N:8][CH:9]=1)([O-:3])=[O:2].Br[C:12]1[CH:17]=[CH:16][C:15]([CH2:18][CH2:19][CH2:20][N:21]2[CH2:25][CH2:24][CH2:23][CH2:22]2)=[CH:14][CH:13]=1.CC1(C)C2C(=C(P(C3C=CC=CC=3)C3C=CC=CC=3)C=CC=2)OC2C(P(C3C=CC=CC=3)C3C=CC=CC=3)=CC=CC1=2.C(=O)([O-])[O-].[Cs+].[Cs+]. The catalyst is O1CCOCC1. The product is [N+:1]([C:4]1[CH:5]=[N:6][C:7]([NH:10][C:12]2[CH:13]=[CH:14][C:15]([CH2:18][CH2:19][CH2:20][N:21]3[CH2:25][CH2:24][CH2:23][CH2:22]3)=[CH:16][CH:17]=2)=[N:8][CH:9]=1)([O-:3])=[O:2]. The yield is 0.560.